Predict the product of the given reaction. From a dataset of Forward reaction prediction with 1.9M reactions from USPTO patents (1976-2016). (1) Given the reactants Cl[C:2]1[N:11]=[C:10]([C:12]2[CH:17]=[CH:16][C:15]([CH3:18])=[C:14]([F:19])[CH:13]=2)[C:9]([F:20])=[CH:8][C:3]=1[C:4]([O:6]C)=[O:5].C(=O)([O-])[O-].[Cs+].[Cs+].C(P(C(C)(C)C)C1C=CC2C(=CC=CC=2)C=1C1C2C(=CC=CC=2)C=CC=1)(C)(C)C.[Cl:56][C:57]1[CH:62]=[CH:61][CH:60]=[CH:59][C:58]=1[OH:63], predict the reaction product. The product is: [Cl:56][C:57]1[CH:62]=[CH:61][CH:60]=[CH:59][C:58]=1[O:63][C:2]1[N:11]=[C:10]([C:12]2[CH:17]=[CH:16][C:15]([CH3:18])=[C:14]([F:19])[CH:13]=2)[C:9]([F:20])=[CH:8][C:3]=1[C:4]([OH:6])=[O:5]. (2) Given the reactants C(O)C1C=CC=CC=1.[CH2:9]([O:16][C:17]1[CH:24]=[CH:23][C:20]([CH2:21]O)=[CH:19][CH:18]=1)[C:10]1[CH:15]=[CH:14][CH:13]=[CH:12][CH:11]=1.N1C(Cl)=NC(Cl)=NC=1[Cl:27].CCCCCC.C(OCC)(=O)C, predict the reaction product. The product is: [CH2:9]([O:16][C:17]1[CH:24]=[CH:23][C:20]([CH2:21][Cl:27])=[CH:19][CH:18]=1)[C:10]1[CH:15]=[CH:14][CH:13]=[CH:12][CH:11]=1. (3) Given the reactants Cl[C:2]1[CH:3]=[C:4]([NH:11][C:12]2[CH:34]=[CH:33][C:15]([C:16]([NH:18][C:19]3[C:20](=[O:32])[N:21]([C:25]4[CH:30]=[CH:29][C:28]([F:31])=[CH:27][CH:26]=4)[CH:22]=[CH:23][CH:24]=3)=[O:17])=[CH:14][CH:13]=2)[C:5]2[N:6]([CH:8]=[CH:9][N:10]=2)[N:7]=1.[NH2:35][C@H:36]1[CH2:41][CH2:40][C@H:39]([NH2:42])[CH2:38][CH2:37]1, predict the reaction product. The product is: [NH2:35][C@H:36]1[CH2:41][CH2:40][C@H:39]([NH:42][C:2]2[CH:3]=[C:4]([NH:11][C:12]3[CH:34]=[CH:33][C:15]([C:16]([NH:18][C:19]4[C:20](=[O:32])[N:21]([C:25]5[CH:30]=[CH:29][C:28]([F:31])=[CH:27][CH:26]=5)[CH:22]=[CH:23][CH:24]=4)=[O:17])=[CH:14][CH:13]=3)[C:5]3[N:6]([CH:8]=[CH:9][N:10]=3)[N:7]=2)[CH2:38][CH2:37]1. (4) The product is: [CH3:1][O:2][C:3](=[O:13])[CH2:4][CH2:5][C:6]1[CH:11]=[CH:10][CH:9]=[CH:8][C:7]=1[B:14]1[O:18][C:17]([CH3:20])([CH3:19])[C:16]([CH3:22])([CH3:21])[O:15]1. Given the reactants [CH3:1][O:2][C:3](=[O:13])[CH2:4][CH2:5][C:6]1[CH:11]=[CH:10][CH:9]=[CH:8][C:7]=1Br.[B:14]1([B:14]2[O:18][C:17]([CH3:20])([CH3:19])[C:16]([CH3:22])([CH3:21])[O:15]2)[O:18][C:17]([CH3:20])([CH3:19])[C:16]([CH3:22])([CH3:21])[O:15]1, predict the reaction product. (5) Given the reactants [CH3:1][C:2]1[C:6]2[CH:7]=[C:8]([CH3:15])[C:9]([NH:11][C:12](=[O:14])[CH3:13])=[CH:10][C:5]=2[O:4][N:3]=1.[Li+].CC([N-]C(C)C)C.Cl[CH2:25][C:26]1[N:30]([CH:31]([CH3:33])[CH3:32])[N:29]=[C:28]([C:34]2[CH:39]=[CH:38][C:37]([C:40]([F:43])([F:42])[F:41])=[CH:36][CH:35]=2)[CH:27]=1.[Cl-].[NH4+], predict the reaction product. The product is: [CH:31]([N:30]1[C:26]([CH2:25][CH2:1][C:2]2[C:6]3[CH:7]=[C:8]([CH3:15])[C:9]([NH:11][C:12](=[O:14])[CH3:13])=[CH:10][C:5]=3[O:4][N:3]=2)=[CH:27][C:28]([C:34]2[CH:39]=[CH:38][C:37]([C:40]([F:43])([F:42])[F:41])=[CH:36][CH:35]=2)=[N:29]1)([CH3:33])[CH3:32]. (6) Given the reactants C(NC1N=C2C(N=C(OC)N2CC[C@@H]2CCOC2)=C(N)N=1)CCC.FC(F)(F)C(O)=O.[CH3:32][C@H:33]([O:37][C:38]1[NH:39][C:40]([NH2:49])=[C:41]2[C:45]([N:46]=1)=[N:44][C:43]([O:47][CH3:48])=[N:42]2)[CH2:34][CH2:35][CH3:36].Br[CH2:51][CH2:52][CH2:53][CH2:54][CH:55]1[CH2:60][CH2:59][O:58][C:57]([CH3:62])([CH3:61])[CH2:56]1, predict the reaction product. The product is: [CH3:61][C:57]1([CH3:62])[CH2:56][CH:55]([CH2:54][CH2:53][CH2:52][CH2:51][N:44]2[C:43]([O:47][CH3:48])=[N:42][C:41]3[C:45]2=[N:46][C:38]([O:37][C@@H:33]([CH3:32])[CH2:34][CH2:35][CH3:36])=[N:39][C:40]=3[NH2:49])[CH2:60][CH2:59][O:58]1. (7) Given the reactants [C:1]([C:3]1[CH:8]=[CH:7][C:6]([C@H:9]([O:13][CH:14]2[CH2:19][CH2:18][CH2:17][CH2:16][O:15]2)[CH2:10][O:11][CH3:12])=[CH:5][CH:4]=1)#[CH:2].I[C:21]1[CH:46]=[CH:45][C:24]([C:25]([N:27]([CH3:44])[C@:28]([CH3:43])([C:33]([NH:35][O:36][CH:37]2[CH2:42][CH2:41][CH2:40][CH2:39][O:38]2)=[O:34])[C:29]([NH:31][CH3:32])=[O:30])=[O:26])=[CH:23][CH:22]=1.[Cl-].[NH4+].Cl, predict the reaction product. The product is: [CH3:12][O:11][CH2:10][C@H:9]([C:6]1[CH:5]=[CH:4][C:3]([C:1]#[C:2][C:21]2[CH:46]=[CH:45][C:24]([C:25]([N:27]([CH3:44])[C@:28]([CH3:43])([C:33]([NH:35][O:36][CH:37]3[CH2:42][CH2:41][CH2:40][CH2:39][O:38]3)=[O:34])[C:29]([NH:31][CH3:32])=[O:30])=[O:26])=[CH:23][CH:22]=2)=[CH:8][CH:7]=1)[O:13][CH:14]1[CH2:19][CH2:18][CH2:17][CH2:16][O:15]1. (8) Given the reactants [CH3:1][CH:2]([CH3:5])[CH2:3][OH:4].F[C:7]1[CH:8]=[C:9]([CH3:16])[CH:10]=[CH:11][C:12]=1[N+:13]([O-:15])=[O:14], predict the reaction product. The product is: [CH3:1][CH:2]([CH3:5])[CH2:3][O:4][C:7]1[CH:8]=[C:9]([CH3:16])[CH:10]=[CH:11][C:12]=1[N+:13]([O-:15])=[O:14].[CH3:16][C:9]1[CH:10]=[CH:11][C:12]([NH2:13])=[C:7]([O:4][CH2:3][CH:2]([CH3:5])[CH3:1])[CH:8]=1.